From a dataset of Forward reaction prediction with 1.9M reactions from USPTO patents (1976-2016). Predict the product of the given reaction. (1) Given the reactants Cl.[NH2:2][CH2:3][C:4](=O)[CH2:5][CH2:6][C:7]([OH:9])=[O:8].[C:11]1(=O)[CH2:16][CH2:15][CH2:14][C:13](=[O:17])[CH2:12]1.C([O-])(=O)C.[Na+], predict the reaction product. The product is: [C:7]([CH2:6][CH2:5][C:4]1[C:12]2[C:13](=[O:17])[CH2:14][CH2:15][CH2:16][C:11]=2[NH:2][CH:3]=1)([OH:9])=[O:8]. (2) The product is: [CH3:7][C:4]([CH3:5])([O:3][C:1](=[O:2])[NH:8][C@@H:9]([CH2:10][CH2:11][S:12][CH3:13])[C:14](=[O:16])[NH:134][C@H:130]([C:131]([OH:133])=[O:132])[CH2:129][S:128][CH2:127]/[CH:126]=[C:125](\[CH3:135])/[CH2:124][CH2:123]/[CH:122]=[C:121](\[CH3:136])/[CH2:120][CH2:119][CH:118]=[C:117]([CH3:137])[CH3:116])[CH3:6]. Given the reactants [C:1]([NH:8][C@H:9]([C:14]([OH:16])=O)[CH2:10][CH2:11][S:12][CH3:13])([O:3][C:4]([CH3:7])([CH3:6])[CH3:5])=[O:2].C[C@@H](O)[C@@H]1NC(=O)[C@H](CCN)NC(=O)[C@H](CCN)NC(=O)[C@H](CC(C)C)NC(=O)[C@@H](CC2C=CC=CC=2)NC(=O)[C@H](CCN)NC(=O)[C@@H](NC([C@@H](N)CCN)=O)CCNC1=O.OS(O)(=O)=O.CN(C(ON1N=NC2C=CC=NC1=2)=[N+](C)C)C.F[P-](F)(F)(F)(F)F.C(N(CC)C(C)C)(C)C.[CH3:116][C:117]([CH3:137])=[CH:118][CH2:119][CH2:120]/[C:121](/[CH3:136])=[CH:122]/[CH2:123][CH2:124]/[C:125](/[CH3:135])=[CH:126]/[CH2:127][S:128][CH2:129][C@H:130]([NH2:134])[C:131]([OH:133])=[O:132], predict the reaction product. (3) Given the reactants Br[C:2]1[CH:20]=[CH:19][C:5]([O:6][CH2:7][CH2:8][O:9][C:10]2[C:15]([Cl:16])=[CH:14][C:13]([CH3:17])=[CH:12][C:11]=2[Cl:18])=[CH:4][CH:3]=1.[Li]CCCC.[C:26]([O:30][C:31]([N:33]1[CH2:38][CH2:37][C:36](=[O:39])[CH:35]([C:40](=[O:54])[N:41]([CH:51]2[CH2:53][CH2:52]2)[CH2:42][C:43]2[CH:48]=[CH:47][CH:46]=[C:45]([CH3:49])[C:44]=2[CH3:50])[CH2:34]1)=[O:32])([CH3:29])([CH3:28])[CH3:27], predict the reaction product. The product is: [C:26]([O:30][C:31]([N:33]1[CH2:38][CH2:37][C@@:36]([C:2]2[CH:20]=[CH:19][C:5]([O:6][CH2:7][CH2:8][O:9][C:10]3[C:15]([Cl:16])=[CH:14][C:13]([CH3:17])=[CH:12][C:11]=3[Cl:18])=[CH:4][CH:3]=2)([OH:39])[C@@H:35]([C:40](=[O:54])[N:41]([CH:51]2[CH2:52][CH2:53]2)[CH2:42][C:43]2[CH:48]=[CH:47][CH:46]=[C:45]([CH3:49])[C:44]=2[CH3:50])[CH2:34]1)=[O:32])([CH3:29])([CH3:27])[CH3:28]. (4) Given the reactants [CH2:1]([S:3]([N:6]1[CH2:11][CH2:10][CH:9]([C:12]2[C:20]3[C:15](=[C:16]([C:29]([NH2:31])=[O:30])[CH:17]=[C:18]([C:21]4[CH:26]=[CH:25][CH:24]=[C:23]([CH:27]=O)[CH:22]=4)[CH:19]=3)[NH:14][CH:13]=2)[CH2:8][CH2:7]1)(=[O:5])=[O:4])[CH3:2].[CH3:32][CH:33]([CH2:36][CH3:37])[CH2:34][NH2:35].[BH4-].[Na+], predict the reaction product. The product is: [CH2:1]([S:3]([N:6]1[CH2:11][CH2:10][CH:9]([C:12]2[C:20]3[C:15](=[C:16]([C:29]([NH2:31])=[O:30])[CH:17]=[C:18]([C:21]4[CH:26]=[CH:25][CH:24]=[C:23]([CH2:27][NH:35][CH2:34][CH:33]([CH3:32])[CH2:36][CH3:37])[CH:22]=4)[CH:19]=3)[NH:14][CH:13]=2)[CH2:8][CH2:7]1)(=[O:5])=[O:4])[CH3:2]. (5) Given the reactants Cl.[CH3:2][NH:3][OH:4].[CH3:5][O-:6].[Na+].[Br:8][C:9]1[CH:10]=[C:11]2C(=[CH:17][CH:18]=1)O[CH:14]([C:19]1[CH:24]=[CH:23][C:22]([O:25][C:26]([F:29])([F:28])[F:27])=[CH:21][CH:20]=1)[CH2:13]/[C:12]/2=[N:30]\[C:31]#[N:32], predict the reaction product. The product is: [Br:8][C:9]1[CH:10]=[C:11]2[C:12]3([O:4][N:3]([CH3:2])[C:31]([NH2:32])=[N:30]3)[CH2:13][CH:14]([C:19]3[CH:20]=[CH:21][C:22]([O:25][C:26]([F:27])([F:28])[F:29])=[CH:23][CH:24]=3)[O:6][C:5]2=[CH:17][CH:18]=1. (6) Given the reactants [C:1]([O:5][C:6]([N:8]1[CH2:12][CH2:11][CH2:10][C@H:9]1[CH2:13]OS(C1C=CC(C)=CC=1)(=O)=O)=[O:7])([CH3:4])([CH3:3])[CH3:2].C([BH-](CC)CC)C.[Li+], predict the reaction product. The product is: [C:1]([O:5][C:6]([N:8]1[CH2:12][CH2:11][CH2:10][C@@H:9]1[CH3:13])=[O:7])([CH3:4])([CH3:2])[CH3:3].